From a dataset of Reaction yield outcomes from USPTO patents with 853,638 reactions. Predict the reaction yield, written as a fraction of the theoretical maximum amount of product (1.0 means a 100% yield; for example, 0.34 means a 34% yield). (1) The reactants are [NH2:1][C@H:2]1[C@@H:6]2[O:7][C:8]([CH3:11])([CH3:10])[O:9][C@@H:5]2[C@@H:4]([OH:12])[CH2:3]1.C1(C)C=CC=CC=1.[C:20]([O:24][C:25]([NH:27][C@H:28]([C:36]([OH:38])=[O:37])[CH2:29][C:30]1[CH:35]=[CH:34][CH:33]=[CH:32][CH:31]=1)=[O:26])([CH3:23])([CH3:22])[CH3:21]. The catalyst is C(O)(C)C. The product is [C:20]([O:24][C:25]([NH:27][C@@H:28]([CH2:29][C:30]1[CH:31]=[CH:32][CH:33]=[CH:34][CH:35]=1)[C:36]([O-:38])=[O:37])=[O:26])([CH3:23])([CH3:21])[CH3:22].[OH:12][C@@H:4]1[C@H:5]2[O:9][C:8]([CH3:10])([CH3:11])[O:7][C@H:6]2[C@H:2]([NH3+:1])[CH2:3]1. The yield is 0.433. (2) The reactants are [Cl:1][C:2]1[C:3]([C:8]([O:10][CH3:11])=[O:9])=[N:4][NH:5][C:6]=1[CH3:7].[H-].[Na+].Br[CH2:15][C:16]1[C:21]([F:22])=[CH:20][C:19]([O:23][CH2:24][CH3:25])=[CH:18][C:17]=1[F:26].O.[CH2:28]1COC[CH2:29]1. No catalyst specified. The product is [Cl:1][C:2]1[C:3]([C:8]([O:10][CH3:11])=[O:9])=[N:4][N:5]([CH2:15][C:16]2[C:21]([F:22])=[CH:20][C:19]([O:23][CH2:24][CH3:25])=[CH:18][C:17]=2[F:26])[C:6]=1[CH:7]1[CH2:29][CH2:28]1. The yield is 0.950. (3) The reactants are [CH3:1][C:2]1[CH:7]=[CH:6][C:5]([S:8]([O:11][C:12]2[C:21]3[C:16](=[CH:17][CH:18]=[CH:19][CH:20]=3)[C:15]([S:22]([O-:25])(=[O:24])=[O:23])=[CH:14][CH:13]=2)(=[O:10])=[O:9])=[CH:4][CH:3]=1.[Na+].[Cl-].[C:28]1([S+:34]([C:41]2[CH:46]=[CH:45][CH:44]=[CH:43][CH:42]=2)[C:35]2[CH:40]=[CH:39][CH:38]=[CH:37][CH:36]=2)[CH:33]=[CH:32][CH:31]=[CH:30][CH:29]=1. The catalyst is ClCCl. The product is [CH3:1][C:2]1[CH:3]=[CH:4][C:5]([S:8]([O:11][C:12]2[C:21]3[C:16](=[CH:17][CH:18]=[CH:19][CH:20]=3)[C:15]([S:22]([O-:25])(=[O:24])=[O:23])=[CH:14][CH:13]=2)(=[O:9])=[O:10])=[CH:6][CH:7]=1.[C:41]1([S+:34]([C:28]2[CH:29]=[CH:30][CH:31]=[CH:32][CH:33]=2)[C:35]2[CH:40]=[CH:39][CH:38]=[CH:37][CH:36]=2)[CH:42]=[CH:43][CH:44]=[CH:45][CH:46]=1. The yield is 0.760.